Dataset: Reaction yield outcomes from USPTO patents with 853,638 reactions. Task: Predict the reaction yield, written as a fraction of the theoretical maximum amount of product (1.0 means a 100% yield; for example, 0.34 means a 34% yield). (1) The product is [F:27][C:24]1[CH:23]=[CH:22][C:21]([C:19]2[O:20][C:16]3[CH:15]=[C:14]([N+:33]([O-:35])=[O:34])[C:13]([C:47]4[CH:48]=[C:43]([CH:44]=[CH:45][CH:46]=4)[C:41]([O:40][CH2:38][CH3:39])=[O:42])=[CH:32][C:17]=3[C:18]=2[C:28](=[O:31])[NH:29][CH3:30])=[CH:26][CH:25]=1. The reactants are C(=O)([O-])[O-].[Cs+].[Cs+].FC(F)(F)S(O[C:13]1[C:14]([N+:33]([O-:35])=[O:34])=[CH:15][C:16]2[O:20][C:19]([C:21]3[CH:26]=[CH:25][C:24]([F:27])=[CH:23][CH:22]=3)=[C:18]([C:28](=[O:31])[NH:29][CH3:30])[C:17]=2[CH:32]=1)(=O)=O.[CH2:38]([O:40][C:41]([C:43]1[CH:44]=[C:45](B(O)O)[CH:46]=[CH:47][CH:48]=1)=[O:42])[CH3:39].O1CCOCC1. The catalyst is C1C=CC([P]([Pd]([P](C2C=CC=CC=2)(C2C=CC=CC=2)C2C=CC=CC=2)([P](C2C=CC=CC=2)(C2C=CC=CC=2)C2C=CC=CC=2)[P](C2C=CC=CC=2)(C2C=CC=CC=2)C2C=CC=CC=2)(C2C=CC=CC=2)C2C=CC=CC=2)=CC=1.O. The yield is 0.850. (2) The reactants are CS([C:5]1[N:10]=[C:9]2[N:11]([CH3:26])[C:12](=[O:25])[N:13]([C:15]3[CH:20]=[C:19]([N+:21]([O-:23])=[O:22])[CH:18]=[CH:17][C:16]=3[CH3:24])[CH2:14][C:8]2=[CH:7][N:6]=1)(=O)=O.[CH3:27][N:28]([CH3:36])[C:29]1[CH:30]=[C:31]([CH:33]=[CH:34][CH:35]=1)[NH2:32]. The catalyst is CO. The product is [CH3:27][N:28]([CH3:36])[C:29]1[CH:30]=[C:31]([NH:32][C:5]2[N:10]=[C:9]3[N:11]([CH3:26])[C:12](=[O:25])[N:13]([C:15]4[CH:20]=[C:19]([N+:21]([O-:23])=[O:22])[CH:18]=[CH:17][C:16]=4[CH3:24])[CH2:14][C:8]3=[CH:7][N:6]=2)[CH:33]=[CH:34][CH:35]=1. The yield is 0.580. (3) The product is [CH2:1]([O:8][C:9]1[CH:10]=[C:11]2[C:16](=[CH:17][CH:18]=1)[C:15](=[O:19])[N:14]([CH2:20][CH:21]([CH3:23])[CH3:22])[C:13]([CH2:24][N:36]1[C:32](=[O:42])[C:33]3[C:34](=[CH:38][CH:39]=[CH:40][CH:41]=3)[C:35]1=[O:37])=[C:12]2[C:26]1[CH:31]=[CH:30][CH:29]=[CH:28][CH:27]=1)[C:2]1[CH:7]=[CH:6][CH:5]=[CH:4][CH:3]=1. The reactants are [CH2:1]([O:8][C:9]1[CH:10]=[C:11]2[C:16](=[CH:17][CH:18]=1)[C:15](=[O:19])[N:14]([CH2:20][CH:21]([CH3:23])[CH3:22])[C:13]([CH2:24]Cl)=[C:12]2[C:26]1[CH:31]=[CH:30][CH:29]=[CH:28][CH:27]=1)[C:2]1[CH:7]=[CH:6][CH:5]=[CH:4][CH:3]=1.[C:32]1(=[O:42])[NH:36][C:35](=[O:37])[C:34]2=[CH:38][CH:39]=[CH:40][CH:41]=[C:33]12.[K].O. The yield is 0.935. The catalyst is CN(C)C=O. (4) The reactants are [NH2:1][C:2]([CH3:18])([CH3:17])[CH:3]([C:5]1([C:11]2[CH:16]=[CH:15][CH:14]=[CH:13][CH:12]=2)[S:10][CH2:9][CH2:8][CH2:7][S:6]1)[OH:4].[N:19]1([C:25]([NH:27][CH:28]([CH2:32][S:33]([CH2:36][C:37]2[CH:42]=[CH:41][CH:40]=[CH:39][CH:38]=2)(=[O:35])=[O:34])[C:29](O)=[O:30])=[O:26])[CH2:24][CH2:23][O:22][CH2:21][CH2:20]1. No catalyst specified. The product is [OH:4][CH:3]([C:5]1([C:11]2[CH:16]=[CH:15][CH:14]=[CH:13][CH:12]=2)[S:6][CH2:7][CH2:8][CH2:9][S:10]1)[C:2]([NH:1][C:29]([CH:28]([NH:27][C:25]([N:19]1[CH2:24][CH2:23][O:22][CH2:21][CH2:20]1)=[O:26])[CH2:32][S:33]([CH2:36][C:37]1[CH:38]=[CH:39][CH:40]=[CH:41][CH:42]=1)(=[O:35])=[O:34])=[O:30])([CH3:18])[CH3:17]. The yield is 0.780.